This data is from Forward reaction prediction with 1.9M reactions from USPTO patents (1976-2016). The task is: Predict the product of the given reaction. (1) Given the reactants [F:1][C:2]([F:19])([F:18])[C:3]([NH:5][C@@H:6]1[C:14]2[C:9](=[CH:10][CH:11]=[C:12]([O:15][CH3:16])[CH:13]=2)[CH2:8][C@@H:7]1[OH:17])=[O:4].[H-].[Na+].[CH2:22](Br)[CH:23]=[CH2:24].O, predict the reaction product. The product is: [CH2:24]([O:17][C@H:7]1[CH2:8][C:9]2[C:14](=[CH:13][C:12]([O:15][CH3:16])=[CH:11][CH:10]=2)[C@H:6]1[NH:5][C:3](=[O:4])[C:2]([F:18])([F:19])[F:1])[CH:23]=[CH2:22]. (2) Given the reactants [S:1]([NH:11][N:12]=[C:13]1[C:30]2[CH:29]=[C:28]([O:31]C(=O)C)[CH:27]=[CH:26][C:25]=2[C@@H:24]2[C@H:15]([C@H:16]3[C@@:20]([CH2:22][CH2:23]2)([CH3:21])[C@@H:19]([O:35]C(=O)C)[CH2:18][CH2:17]3)[CH2:14]1)([C:4]1[CH:10]=[CH:9][C:7]([CH3:8])=[CH:6][CH:5]=1)(=[O:3])=[O:2].[OH-].[K+], predict the reaction product. The product is: [S:1]([NH:11][N:12]=[C:13]1[C:30]2[CH:29]=[C:28]([OH:31])[CH:27]=[CH:26][C:25]=2[C@@H:24]2[C@H:15]([C@H:16]3[C@@:20]([CH2:22][CH2:23]2)([CH3:21])[C@@H:19]([OH:35])[CH2:18][CH2:17]3)[CH2:14]1)([C:4]1[CH:10]=[CH:9][C:7]([CH3:8])=[CH:6][CH:5]=1)(=[O:3])=[O:2]. (3) Given the reactants [NH2:1][CH2:2][C:3]1([OH:9])[CH2:8][CH2:7][CH2:6][CH2:5][CH2:4]1.[C:10]([O:14]C(OC(OC(C)(C)C)=O)=O)(C)(C)C, predict the reaction product. The product is: [O:9]1[C:3]2([CH2:8][CH2:7][CH2:6][CH2:5][CH2:4]2)[CH2:2][NH:1][C:10]1=[O:14]. (4) Given the reactants [C:1]12([CH2:11][NH:12][C:13](=[O:22])[C:14]3[C:19]([Cl:20])=[CH:18][N:17]=[C:16](Cl)[CH:15]=3)[CH2:10][CH:5]3[CH2:6][CH:7]([CH2:9][CH:3]([CH2:4]3)[CH2:2]1)[CH2:8]2.[CH2:23]([Sn](CCCC)(CCCC)C=C)[CH2:24]CC.C(C1C=C(C)C=C(C(C)(C)C)C=1O)(C)(C)C.C(OCC)(=O)C, predict the reaction product. The product is: [C:1]12([CH2:11][NH:12][C:13](=[O:22])[C:14]3[C:19]([Cl:20])=[CH:18][N:17]=[C:16]([CH:23]=[CH2:24])[CH:15]=3)[CH2:8][CH:7]3[CH2:6][CH:5]([CH2:4][CH:3]([CH2:9]3)[CH2:2]1)[CH2:10]2. (5) Given the reactants [C:1]1([S:7][CH2:8][C:9]([NH:11][C:12]2[S:13][CH:14]=[C:15]([C:17]3[CH:22]=[CH:21][N:20]=[CH:19][CH:18]=3)[N:16]=2)=[O:10])[CH:6]=[CH:5][CH:4]=[CH:3][CH:2]=1.C1C=C(Cl)C=C(C(OO)=[O:31])C=1, predict the reaction product. The product is: [C:1]1([S:7]([CH2:8][C:9]([NH:11][C:12]2[S:13][CH:14]=[C:15]([C:17]3[CH:18]=[CH:19][N:20]=[CH:21][CH:22]=3)[N:16]=2)=[O:10])=[O:31])[CH:2]=[CH:3][CH:4]=[CH:5][CH:6]=1.